This data is from Rat liver microsome stability data. The task is: Regression/Classification. Given a drug SMILES string, predict its absorption, distribution, metabolism, or excretion properties. Task type varies by dataset: regression for continuous measurements (e.g., permeability, clearance, half-life) or binary classification for categorical outcomes (e.g., BBB penetration, CYP inhibition). Dataset: rlm. (1) The molecule is Cc1ccc(-c2cc(C(=O)Nc3ccc(C#N)cc3)c3ccccc3n2)cc1C. The result is 0 (unstable in rat liver microsomes). (2) The compound is CCN(CC)C(=O)C(C#N)=C(O)c1cc(O)c(O)c([N+](=O)[O-])c1. The result is 0 (unstable in rat liver microsomes). (3) The result is 0 (unstable in rat liver microsomes). The compound is NC1CCN(C(=O)C2CCCN(c3nc(-c4ccccc4)nc4c3CCC4)C2)CC1. (4) The result is 0 (unstable in rat liver microsomes). The drug is CC(C)NC(=O)[C@@H]1C[C@@H](NC(=O)c2ccccc2)CN1C(=O)CN. (5) The molecule is Cc1ccc(NS(=O)(=O)c2ccccc2C(=O)Nc2nc(-c3ccccc3)cs2)cc1. The result is 1 (stable in rat liver microsomes).